Dataset: Catalyst prediction with 721,799 reactions and 888 catalyst types from USPTO. Task: Predict which catalyst facilitates the given reaction. (1) Reactant: Cl.Cl.[N:3]1([CH:9]2[CH2:14][CH2:13][N:12]([CH2:15][C:16]3[C:17]([C:43]4[CH:48]=[CH:47][CH:46]=[CH:45][CH:44]=4)=[N:18][C:19]4[C:24]([C:25]=3[C:26](=[O:37])[NH:27][C@H:28]([C:31]3[CH:36]=[CH:35][CH:34]=[CH:33][CH:32]=3)[CH2:29][CH3:30])=[CH:23][CH:22]=[C:21]([O:38][CH2:39][C:40](O)=[O:41])[CH:20]=4)[CH2:11][CH2:10]2)[CH2:8][CH2:7][CH2:6][CH2:5][CH2:4]1.Cl. Product: [C:31]1([C@@H:28]([NH:27][C:26]([C:25]2[C:24]3[C:19](=[CH:20][C:21]([O:38][CH2:39][CH2:40][OH:41])=[CH:22][CH:23]=3)[N:18]=[C:17]([C:43]3[CH:44]=[CH:45][CH:46]=[CH:47][CH:48]=3)[C:16]=2[CH2:15][N:12]2[CH2:11][CH2:10][CH:9]([N:3]3[CH2:4][CH2:5][CH2:6][CH2:7][CH2:8]3)[CH2:14][CH2:13]2)=[O:37])[CH2:29][CH3:30])[CH:32]=[CH:33][CH:34]=[CH:35][CH:36]=1. The catalyst class is: 107. (2) Reactant: [NH:1]1[CH:5]=[C:4]([CH:6]=[O:7])[N:3]=[CH:2]1.[H-].[Na+].[CH3:10][CH2:11][CH2:12]Br.C1OCCOCCOCCOCCOCCOC1.[Cl-].[NH4+]. Product: [CH2:10]([N:1]1[CH:5]=[C:4]([CH:6]=[O:7])[N:3]=[CH:2]1)[CH2:11][CH3:12]. The catalyst class is: 7. (3) Reactant: C1(P(C2C=CC=CC=2)C2C=CC3C(=CC=CC=3)C=2C2C3C(=CC=CC=3)C=CC=2P(C2C=CC=CC=2)C2C=CC=CC=2)C=CC=CC=1.FC(F)(F)S(O[C:53]1[CH:62]=[C:61]2[C:56]([C:57]([Cl:63])=[CH:58][CH:59]=[N:60]2)=[CH:55][C:54]=1[O:64][CH3:65])(=O)=O.[N:68]1([CH2:74][CH2:75][NH2:76])[CH2:73][CH2:72][O:71][CH2:70][CH2:69]1.C(=O)([O-])[O-].[Cs+].[Cs+]. Product: [Cl:63][C:57]1[C:56]2[C:61](=[CH:62][C:53]([NH:76][CH2:75][CH2:74][N:68]3[CH2:73][CH2:72][O:71][CH2:70][CH2:69]3)=[C:54]([O:64][CH3:65])[CH:55]=2)[N:60]=[CH:59][CH:58]=1. The catalyst class is: 493. (4) Reactant: [CH:1]1([N:6]2[CH2:14][C:13]3[C:8](=[CH:9][CH:10]=[C:11]([OH:15])[CH:12]=3)[C:7]2=[O:16])[CH2:5][CH2:4][CH2:3][CH2:2]1.C([O-])([O-])=O.[K+].[K+].Br[CH2:24][C:25]1[CH:26]=[C:27]([C:31]2[CH:36]=[CH:35][C:34]([Cl:37])=[C:33]([C:38]([O:40][CH3:41])=[O:39])[CH:32]=2)[CH:28]=[CH:29][CH:30]=1. Product: [Cl:37][C:34]1[CH:35]=[CH:36][C:31]([C:27]2[CH:28]=[CH:29][CH:30]=[C:25]([CH2:24][O:15][C:11]3[CH:12]=[C:13]4[C:8](=[CH:9][CH:10]=3)[C:7](=[O:16])[N:6]([CH:1]3[CH2:2][CH2:3][CH2:4][CH2:5]3)[CH2:14]4)[CH:26]=2)=[CH:32][C:33]=1[C:38]([O:40][CH3:41])=[O:39]. The catalyst class is: 21. (5) Reactant: Cl.C(OC(=O)[NH:8][CH2:9][CH2:10][CH2:11][C:12](=[O:16])[NH:13][CH2:14][CH3:15])(C)(C)C.[C:18]([NH:25][CH2:26][CH2:27][CH2:28][C:29]([OH:31])=O)([O:20][C:21]([CH3:24])([CH3:23])[CH3:22])=[O:19]. Product: [C:21]([O:20][C:18](=[O:19])[NH:25][CH2:26][CH2:27][CH2:28][C:29](=[O:31])[NH:8][CH2:9][CH2:10][CH2:11][C:12](=[O:16])[NH:13][CH2:14][CH3:15])([CH3:22])([CH3:23])[CH3:24]. The catalyst class is: 475.